Dataset: Forward reaction prediction with 1.9M reactions from USPTO patents (1976-2016). Task: Predict the product of the given reaction. (1) Given the reactants [CH2:1]([O:3][C:4](=[O:34])[CH2:5][CH2:6][CH2:7][CH2:8][CH2:9][CH2:10][N:11]1[C:15]2=[N:16][C:17]([C:27]3[CH:32]=[CH:31][C:30]([CH3:33])=[CH:29][CH:28]=3)=[C:18]([C:20]3[CH:25]=[CH:24][C:23]([CH3:26])=[CH:22][CH:21]=3)[N:19]=[C:14]2[CH:13]=[CH:12]1)[CH3:2].[Br:35]N1C(=O)CCC1=O, predict the reaction product. The product is: [Br:35][C:13]1[C:14]2[C:15](=[N:16][C:17]([C:27]3[CH:28]=[CH:29][C:30]([CH3:33])=[CH:31][CH:32]=3)=[C:18]([C:20]3[CH:21]=[CH:22][C:23]([CH3:26])=[CH:24][CH:25]=3)[N:19]=2)[N:11]([CH2:10][CH2:9][CH2:8][CH2:7][CH2:6][CH2:5][C:4]([O:3][CH2:1][CH3:2])=[O:34])[CH:12]=1. (2) Given the reactants C(OC(=O)[NH:7][C:8]1([CH2:16][CH2:17][C:18]2[CH:23]=[CH:22][C:21]([O:24][CH2:25][CH:26]=[CH:27][C:28]3[CH:33]=[CH:32][CH:31]=[C:30]([CH3:34])[CH:29]=3)=[C:20]([C:35]([F:38])([F:37])[F:36])[CH:19]=2)[CH2:13][O:12]C(C)(C)[O:10][CH2:9]1)(C)(C)C.[ClH:40], predict the reaction product. The product is: [ClH:40].[NH2:7][C:8]([CH2:16][CH2:17][C:18]1[CH:23]=[CH:22][C:21]([O:24][CH2:25][CH:26]=[CH:27][C:28]2[CH:33]=[CH:32][CH:31]=[C:30]([CH3:34])[CH:29]=2)=[C:20]([C:35]([F:36])([F:37])[F:38])[CH:19]=1)([CH2:9][OH:10])[CH2:13][OH:12]. (3) Given the reactants C1C=C(Cl)C=C(C(OO)=[O:9])C=1.[CH2:12]([O:14][CH2:15][C:16]1[N:17]([CH2:29][C:30]2[O:34][N:33]=[C:32]([C:35]3[CH:40]=[CH:39][C:38]([F:41])=[CH:37][CH:36]=3)[CH:31]=2)[C:18]2[C:27]3[N:26]=[CH:25][CH:24]=[CH:23][C:22]=3[N:21]=[CH:20][C:19]=2[N:28]=1)[CH3:13], predict the reaction product. The product is: [CH2:12]([O:14][CH2:15][C:16]1[N:17]([CH2:29][C:30]2[O:34][N:33]=[C:32]([C:35]3[CH:36]=[CH:37][C:38]([F:41])=[CH:39][CH:40]=3)[CH:31]=2)[C:18]2[C:27]3[N:26]=[CH:25][CH:24]=[CH:23][C:22]=3[N+:21]([O-:9])=[CH:20][C:19]=2[N:28]=1)[CH3:13]. (4) Given the reactants [NH2:1][C:2]1[CH:7]=[CH:6][CH:5]=[C:4]([C:8]([CH:10]2[CH2:15][CH2:14][N:13]([CH3:16])[CH2:12][CH2:11]2)=[O:9])[N:3]=1.[F:17][C:18]1[CH:26]=[CH:25][C:21]([C:22]([Cl:24])=[O:23])=[CH:20][CH:19]=1.C(N(CC)CC)C.[OH-].[Na+], predict the reaction product. The product is: [ClH:24].[ClH:24].[F:17][C:18]1[CH:26]=[CH:25][C:21]([C:22]([NH:1][C:2]2[CH:7]=[CH:6][CH:5]=[C:4]([C:8]([CH:10]3[CH2:15][CH2:14][N:13]([CH3:16])[CH2:12][CH2:11]3)=[O:9])[N:3]=2)=[O:23])=[CH:20][CH:19]=1. (5) Given the reactants [Cl:1][C:2]1[CH:7]=[CH:6][C:5]([C:8]2[CH:13]=[CH:12][N:11]=[C:10](S(C)(=O)=O)[N:9]=2)=[CH:4][CH:3]=1.[NH2:18][C:19]1[CH:27]=[CH:26][C:22]([C:23]([NH2:25])=[O:24])=[CH:21][CH:20]=1, predict the reaction product. The product is: [Cl:1][C:2]1[CH:7]=[CH:6][C:5]([C:8]2[CH:13]=[CH:12][N:11]=[C:10]([NH:18][C:19]3[CH:27]=[CH:26][C:22]([C:23]([NH2:25])=[O:24])=[CH:21][CH:20]=3)[N:9]=2)=[CH:4][CH:3]=1. (6) Given the reactants C(OC([N:8]1[CH2:13][CH2:12][CH:11]([NH:14][S:15]([C:18]2[CH:23]=[CH:22][CH:21]=[C:20]([NH:24][C:25]3[C:30]([CH3:31])=[CH:29][N:28]=[C:27]([NH:32][C:33]4[CH:38]=[CH:37][C:36]([N:39]5[CH2:44][CH2:43][N:42]([CH3:45])[CH2:41][CH2:40]5)=[CH:35][CH:34]=4)[N:26]=3)[CH:19]=2)(=[O:17])=[O:16])[CH2:10][CH2:9]1)=O)(C)(C)C.C(O)(C(F)(F)F)=O, predict the reaction product. The product is: [CH3:31][C:30]1[C:25]([NH:24][C:20]2[CH:19]=[C:18]([S:15]([NH:14][CH:11]3[CH2:12][CH2:13][NH:8][CH2:9][CH2:10]3)(=[O:17])=[O:16])[CH:23]=[CH:22][CH:21]=2)=[N:26][C:27]([NH:32][C:33]2[CH:38]=[CH:37][C:36]([N:39]3[CH2:40][CH2:41][N:42]([CH3:45])[CH2:43][CH2:44]3)=[CH:35][CH:34]=2)=[N:28][CH:29]=1. (7) Given the reactants Cl.[NH:2]([C:4]1[C:5]2[CH:12]=[CH:11][NH:10][C:6]=2[N:7]=[CH:8][N:9]=1)[NH2:3].CCN(C(C)C)C(C)C.[CH3:22][O:23][C:24]1[CH:31]=[CH:30][C:27]([CH:28]=O)=[CH:26][CH:25]=1.C(O)(=O)C.C(O)(=O)C.IC1C=CC=CC=1, predict the reaction product. The product is: [CH3:22][O:23][C:24]1[CH:31]=[CH:30][C:27]([C:28]2[N:9]3[CH:8]=[N:7][C:6]4[NH:10][CH:11]=[CH:12][C:5]=4[C:4]3=[N:2][N:3]=2)=[CH:26][CH:25]=1. (8) The product is: [CH3:12][N:14]1[CH2:19][CH2:18][O:17][CH2:16][CH:15]1[CH2:20][OH:21]. Given the reactants [H-].[H-].[H-].[H-].[Li+].[Al+3].C(O[C:12]([N:14]1[CH2:19][CH2:18][O:17][CH2:16][CH:15]1[CH2:20][OH:21])=O)(C)(C)C, predict the reaction product. (9) Given the reactants Br[CH2:2][CH2:3][CH2:4][O:5][C:6]1[CH:7]=[C:8]2[C:13](=[CH:14][C:15]=1[O:16][CH3:17])[C:12]([C:18](=[O:28])[C:19]1[CH:24]=[CH:23][CH:22]=[C:21]([O:25][CH2:26][CH3:27])[CH:20]=1)=[N:11][CH:10]=[C:9]2[CH:29]=[O:30].C(=O)([O-])[O-].[K+].[K+].[NH:37]1[CH2:41][CH2:40][CH2:39][CH2:38]1, predict the reaction product. The product is: [N:37]1([CH2:2][CH2:3][CH2:4][O:5][C:6]2[CH:7]=[C:8]3[C:13](=[CH:14][C:15]=2[O:16][CH3:17])[C:12]([C:18](=[O:28])[C:19]2[CH:24]=[CH:23][CH:22]=[C:21]([O:25][CH2:26][CH3:27])[CH:20]=2)=[N:11][CH:10]=[C:9]3[CH:29]=[O:30])[CH2:41][CH2:40][CH2:39][CH2:38]1. (10) The product is: [F:19][C:20]([F:25])([F:24])[C:21]([OH:23])=[O:22].[NH2:7][C@H:8]([CH3:17])[C:9]([N:11]1[CH2:15][CH2:14][C@H:13]([F:16])[CH2:12]1)=[O:10]. Given the reactants C(OC(=O)[NH:7][C@H:8]([CH3:17])[C:9]([N:11]1[CH2:15][CH2:14][C@H:13]([F:16])[CH2:12]1)=[O:10])(C)(C)C.[F:19][C:20]([F:25])([F:24])[C:21]([OH:23])=[O:22], predict the reaction product.